This data is from Catalyst prediction with 721,799 reactions and 888 catalyst types from USPTO. The task is: Predict which catalyst facilitates the given reaction. (1) Reactant: [Si:1](Cl)([C:4]([CH3:7])([CH3:6])[CH3:5])([CH3:3])[CH3:2].[OH:9][C:10]1[CH:15]=[C:14]([O:16][CH3:17])[CH:13]=[CH:12][C:11]=1[C:18](=[O:23])[C:19]([O:21][CH3:22])=[O:20].N1C=CN=C1.CN(C1C=CC=CN=1)C. Product: [Si:1]([O:9][C:10]1[CH:15]=[C:14]([O:16][CH3:17])[CH:13]=[CH:12][C:11]=1[C:18](=[O:23])[C:19]([O:21][CH3:22])=[O:20])([C:4]([CH3:7])([CH3:6])[CH3:5])([CH3:3])[CH3:2]. The catalyst class is: 4. (2) Reactant: [C:1]([O:5][C:6]([N:8]1[CH2:12][CH:11]([O:13][C:14]2[CH:19]=[CH:18][C:17]([F:20])=[C:16]([F:21])[CH:15]=2)[CH:10]2[N:22](C(OCC3C=CC=CC=3)=O)[CH2:23][CH2:24][CH:9]12)=[O:7])([CH3:4])([CH3:3])[CH3:2]. Product: [C:1]([O:5][C:6]([N:8]1[CH2:12][CH:11]([O:13][C:14]2[CH:19]=[CH:18][C:17]([F:20])=[C:16]([F:21])[CH:15]=2)[CH:10]2[NH:22][CH2:23][CH2:24][CH:9]12)=[O:7])([CH3:4])([CH3:2])[CH3:3]. The catalyst class is: 191.